From a dataset of Forward reaction prediction with 1.9M reactions from USPTO patents (1976-2016). Predict the product of the given reaction. (1) The product is: [O:1]1[C:10]2[CH:9]=[C:8]([CH2:11][NH:12][CH2:19][CH:20]3[CH2:25][CH2:24][CH2:23][N:22]([CH2:26][CH2:27][N:28]4[C:37]5[C:32](=[N:33][CH:34]=[C:35]([F:38])[CH:36]=5)[CH:31]=[CH:30][C:29]4=[O:39])[CH2:21]3)[N:7]=[CH:6][C:5]=2[O:4][CH2:3][CH2:2]1. Given the reactants [O:1]1[C:10]2[CH:9]=[C:8]([CH2:11][N:12]([CH2:19][CH:20]3[CH2:25][CH2:24][CH2:23][N:22]([CH2:26][CH2:27][N:28]4[C:37]5[C:32](=[N:33][CH:34]=[C:35]([F:38])[CH:36]=5)[CH:31]=[CH:30][C:29]4=[O:39])[CH2:21]3)C(=O)C(F)(F)F)[N:7]=[CH:6][C:5]=2[O:4][CH2:3][CH2:2]1.CO.C(=O)([O-])[O-].[K+].[K+], predict the reaction product. (2) Given the reactants [NH2:1][C:2]1[CH:3]=[C:4]([C:9]2[CH:15]=[CH:14][C:12]([NH2:13])=[C:11]([NH2:16])[CH:10]=2)[CH:5]=[CH:6][C:7]=1[NH2:8].[CH3:17][N:18]([CH3:36])[C:19]1[CH:35]=[CH:34][C:22]([C:23]([NH:25][C:26]2[CH:33]=[CH:32][C:29]([CH:30]=O)=[CH:28][CH:27]=2)=[O:24])=[CH:21][CH:20]=1, predict the reaction product. The product is: [NH:8]1[C:7]2[CH:6]=[CH:5][C:4]([C:9]3[CH:15]=[CH:14][C:12]4[N:13]=[C:30]([C:29]5[CH:32]=[CH:33][C:26]([NH:25][C:23](=[O:24])[C:22]6[CH:34]=[CH:35][C:19]([N:18]([CH3:36])[CH3:17])=[CH:20][CH:21]=6)=[CH:27][CH:28]=5)[NH:16][C:11]=4[CH:10]=3)=[CH:3][C:2]=2[N:1]=[C:30]1[C:29]1[CH:28]=[CH:27][C:26]([NH:25][C:23](=[O:24])[C:22]2[CH:34]=[CH:35][C:19]([N:18]([CH3:36])[CH3:17])=[CH:20][CH:21]=2)=[CH:33][CH:32]=1.